This data is from Reaction yield outcomes from USPTO patents with 853,638 reactions. The task is: Predict the reaction yield, written as a fraction of the theoretical maximum amount of product (1.0 means a 100% yield; for example, 0.34 means a 34% yield). (1) The reactants are [CH3:1][CH:2]([OH:6])[CH:3]([OH:5])[CH3:4].CCN(CC)CC.[CH3:14][S:15](Cl)(=[O:17])=[O:16]. The catalyst is C(Cl)Cl. The product is [CH3:14][S:15]([O:5][CH:3]([CH:2]([O:6][S:15]([CH3:14])(=[O:17])=[O:16])[CH3:1])[CH3:4])(=[O:17])=[O:16]. The yield is 0.980. (2) The reactants are C(N1CCN(CCC[O:13][C:14]2[CH:19]=[CH:18][C:17]([CH:20]3[CH2:25][CH2:24][N:23](C4CCC5N(C(C(F)(F)F)=NN=5)N=4)[CH2:22][CH2:21]3)=[CH:16][CH:15]=2)CC1)(=O)C. The catalyst is [Pd].CO. The product is [NH:23]1[CH2:24][CH2:25][CH:20]([C:17]2[CH:16]=[CH:15][C:14]([OH:13])=[CH:19][CH:18]=2)[CH2:21][CH2:22]1. The yield is 0.940. (3) The reactants are [Cl:1][C:2]1[CH:7]=[CH:6][C:5]([C:8]2([OH:14])[CH2:13][CH2:12][NH:11][CH2:10][CH2:9]2)=[CH:4][C:3]=1[N+:15]([O-:17])=[O:16].N1C(C)=CC=CC=1C.[I-].[K+].Br[CH2:29][CH2:30][CH:31]=[C:32]1[C:38]2[CH:39]=[CH:40][CH:41]=[N:42][C:37]=2[CH2:36][O:35][C:34]2[CH:43]=[CH:44][C:45]([C:47]([OH:50])([CH3:49])[CH3:48])=[CH:46][C:33]1=2. The catalyst is C(O)(C)C. The product is [Cl:1][C:2]1[CH:7]=[CH:6][C:5]([C:8]2([OH:14])[CH2:13][CH2:12][N:11]([CH2:29][CH2:30][CH:31]=[C:32]3[C:38]4[CH:39]=[CH:40][CH:41]=[N:42][C:37]=4[CH2:36][O:35][C:34]4[CH:43]=[CH:44][C:45]([C:47]([OH:50])([CH3:49])[CH3:48])=[CH:46][C:33]3=4)[CH2:10][CH2:9]2)=[CH:4][C:3]=1[N+:15]([O-:17])=[O:16]. The yield is 0.300. (4) The reactants are [Cl:1][C:2]1[CH:7]=[CH:6][N:5]=[C:4]([CH3:8])[CH:3]=1.ClC1C=CC=C(C(OO)=[O:17])C=1.C(=O)([O-])O.[Na+].[OH-].[Na+]. The catalyst is O.CO.ClCCl. The product is [Cl:1][C:2]1[CH:7]=[CH:6][N:5]=[C:4]([CH2:8][OH:17])[CH:3]=1. The yield is 0.180. (5) The reactants are [CH3:1][C:2]1([CH3:12])[O:6][C:5](=[CH:7][C:8](Cl)=[O:9])[C:4](=[O:11])[O:3]1.[F:13][C:14]1[CH:23]=[CH:22][C:17]([CH2:18][NH:19][O:20][CH3:21])=[CH:16][C:15]=1[CH3:24]. No catalyst specified. The product is [CH3:1][C:2]1([CH3:12])[O:6][C:5](=[CH:7][C:8]([N:19]([CH2:18][C:17]2[CH:22]=[CH:23][C:14]([F:13])=[C:15]([CH3:24])[CH:16]=2)[O:20][CH3:21])=[O:9])[C:4](=[O:11])[O:3]1. The yield is 0.950. (6) The reactants are C([O:4][CH2:5][C:6]([NH:25][C:26]([O:28][C:29]([CH3:32])([CH3:31])[CH3:30])=[O:27])([CH2:12][CH2:13][CH2:14][CH2:15][B:16]1[O:20][C:19]([CH3:22])([CH3:21])[C:18]([CH3:24])([CH3:23])[O:17]1)[C:7]([O:9][CH2:10][CH3:11])=[O:8])(=O)C.C(=O)([O-])[O-].[K+].[K+]. The catalyst is C(O)C. The product is [C:29]([O:28][C:26]([NH:25][C:6]([CH2:5][OH:4])([CH2:12][CH2:13][CH2:14][CH2:15][B:16]1[O:17][C:18]([CH3:24])([CH3:23])[C:19]([CH3:22])([CH3:21])[O:20]1)[C:7]([O:9][CH2:10][CH3:11])=[O:8])=[O:27])([CH3:32])([CH3:30])[CH3:31]. The yield is 0.780. (7) No catalyst specified. The reactants are [C:1]1([C:7]2[N:12]=[N:11][C:10]([N:13]3[CH2:18][CH2:17][N:16]([C:19]4[N:24]=[CH:23][CH:22]=[CH:21][N:20]=4)[CH2:15][CH2:14]3)=[C:9](O)[CH:8]=2)[CH:6]=[CH:5][CH:4]=[CH:3][CH:2]=1.[OH-].[Na+].P(Cl)(Cl)([Cl:30])=O. The yield is 0.914. The product is [Cl:30][C:9]1[CH:8]=[C:7]([C:1]2[CH:6]=[CH:5][CH:4]=[CH:3][CH:2]=2)[N:12]=[N:11][C:10]=1[N:13]1[CH2:18][CH2:17][N:16]([C:19]2[N:24]=[CH:23][CH:22]=[CH:21][N:20]=2)[CH2:15][CH2:14]1. (8) The reactants are [CH:1]1([NH:4][C:5]2[N:13]=[C:12]([NH:14]C(=O)C(C)C)[N:11]=[C:10]3[C:6]=2[N:7]=[CH:8][N:9]3[C@@H:20]2[CH2:24][C@H:23]([CH2:25][OH:26])[CH:22]=[CH:21]2)[CH2:3][CH2:2]1.[OH-].[Na+].COC(C)(C)C. The product is [CH:8]1[N:9]([C@H:20]2[CH:21]=[CH:22][C@@H:23]([CH2:25][OH:26])[CH2:24]2)[C:10]2[N:11]=[C:12]([NH2:14])[N:13]=[C:5]([NH:4][CH:1]3[CH2:2][CH2:3]3)[C:6]=2[N:7]=1. The yield is 0.770. The catalyst is C(O)(C)C. (9) The reactants are [Cl:1][C:2]1[CH:3]=[C:4]([N:19]([C:28]2[CH:33]=[CH:32][C:31]([F:34])=[CH:30][CH:29]=2)[C:20]([C:22]2([C:25]([NH2:27])=[O:26])[CH2:24][CH2:23]2)=[O:21])[CH:5]=[CH:6][C:7]=1[O:8][C:9]1[CH:14]=[CH:13][N:12]=[C:11]2[CH:15]=[C:16](I)[S:17][C:10]=12.[CH2:35]([N:37]([CH2:41][CH3:42])[CH2:38][C:39]#[CH:40])[CH3:36]. No catalyst specified. The product is [Cl:1][C:2]1[CH:3]=[C:4]([N:19]([C:28]2[CH:33]=[CH:32][C:31]([F:34])=[CH:30][CH:29]=2)[C:20]([C:22]2([C:25]([NH2:27])=[O:26])[CH2:24][CH2:23]2)=[O:21])[CH:5]=[CH:6][C:7]=1[O:8][C:9]1[CH:14]=[CH:13][N:12]=[C:11]2[CH:15]=[C:16]([C:40]#[C:39][CH2:38][N:37]([CH2:41][CH3:42])[CH2:35][CH3:36])[S:17][C:10]=12. The yield is 0.260. (10) The reactants are [Br:1][C:2]1[CH:16]=[CH:15][C:5]([O:6][C:7]([CH3:14])([CH3:13])[C:8](OCC)=[O:9])=[C:4]([N+:17]([O-])=O)[CH:3]=1. The catalyst is C(O)(=O)C.[Fe]. The product is [Br:1][C:2]1[CH:16]=[CH:15][C:5]2[O:6][C:7]([CH3:14])([CH3:13])[C:8](=[O:9])[NH:17][C:4]=2[CH:3]=1. The yield is 0.770.